This data is from Forward reaction prediction with 1.9M reactions from USPTO patents (1976-2016). The task is: Predict the product of the given reaction. (1) Given the reactants Cl[C:2]1[N:7]=[C:6]([NH:8][C:9]2[CH:10]=[C:11]3[C:15](=[CH:16][CH:17]=2)[NH:14][N:13]=[CH:12]3)[C:5]([Cl:18])=[CH:4][N:3]=1.[O:19]([C:21]1[CH:22]=[C:23]2[C:27](=[CH:28][CH:29]=1)[CH2:26][NH:25][CH2:24]2)[CH3:20].CCN(C(C)C)C(C)C, predict the reaction product. The product is: [Cl:18][C:5]1[C:6]([NH:8][C:9]2[CH:10]=[C:11]3[C:15](=[CH:16][CH:17]=2)[NH:14][N:13]=[CH:12]3)=[N:7][C:2]([N:25]2[CH2:24][C:23]3[C:27](=[CH:28][CH:29]=[C:21]([O:19][CH3:20])[CH:22]=3)[CH2:26]2)=[N:3][CH:4]=1. (2) Given the reactants [N+:1]([C:4]1[CH:9]=[CH:8][C:7]([C:10]2[CH:15]=[CH:14][C:13]([C:16]([F:19])([F:18])[F:17])=[CH:12][CH:11]=2)=[CH:6][C:5]=1[CH2:20]O)([O-:3])=[O:2].P(Br)(Br)[Br:23], predict the reaction product. The product is: [Br:23][CH2:20][C:5]1[CH:6]=[C:7]([C:10]2[CH:15]=[CH:14][C:13]([C:16]([F:19])([F:18])[F:17])=[CH:12][CH:11]=2)[CH:8]=[CH:9][C:4]=1[N+:1]([O-:3])=[O:2]. (3) Given the reactants [N:1]1([C:7]([CH:9]2[CH2:14][N:13](C(OC(C)(C)C)=O)[CH2:12][CH2:11][N:10]2[C:22]([O:24][CH2:25][C:26]2[CH:31]=[CH:30][CH:29]=[CH:28][CH:27]=2)=[O:23])=[O:8])[CH2:6][CH2:5][O:4][CH2:3][CH2:2]1, predict the reaction product. The product is: [N:1]1([C:7]([CH:9]2[CH2:14][NH:13][CH2:12][CH2:11][N:10]2[C:22]([O:24][CH2:25][C:26]2[CH:31]=[CH:30][CH:29]=[CH:28][CH:27]=2)=[O:23])=[O:8])[CH2:6][CH2:5][O:4][CH2:3][CH2:2]1. (4) Given the reactants [NH:1]1[C:9]2[C:4](=[CH:5][CH:6]=[CH:7][CH:8]=2)[C:3]([C:10]2[NH:14][C:13]3[CH:15]=[CH:16][C:17]([C:19](O)=[O:20])=[CH:18][C:12]=3[N:11]=2)=[N:2]1.[CH:22]1([CH2:28][NH2:29])[CH2:27][CH2:26][CH2:25][CH2:24][CH2:23]1, predict the reaction product. The product is: [CH:22]1([CH2:28][NH:29][C:19]([C:17]2[CH:16]=[CH:15][C:13]3[NH:14][C:10]([C:3]4[C:4]5[C:9](=[CH:8][CH:7]=[CH:6][CH:5]=5)[NH:1][N:2]=4)=[N:11][C:12]=3[CH:18]=2)=[O:20])[CH2:27][CH2:26][CH2:25][CH2:24][CH2:23]1. (5) Given the reactants O.NN.[CH:4]1([S:7][C:8]2[CH:13]=[CH:12][C:11]([C:14](=O)[C:15]([OH:17])=[O:16])=[CH:10][CH:9]=2)[CH2:6][CH2:5]1.[OH-].[K+].O, predict the reaction product. The product is: [CH:4]1([S:7][C:8]2[CH:13]=[CH:12][C:11]([CH2:14][C:15]([OH:17])=[O:16])=[CH:10][CH:9]=2)[CH2:5][CH2:6]1. (6) Given the reactants [NH2:1][C:2]1[C:3]([CH3:14])=[C:4]([C:9]([F:13])=[C:10]([Br:12])[CH:11]=1)[C:5]([O:7][CH3:8])=[O:6].[O:15]1[CH2:20][CH2:19][C:18](=O)[CH2:17][CH2:16]1.C(O)(=O)C.C(O[BH-](OC(=O)C)OC(=O)C)(=O)C.[Na+].C([O-])(O)=O.[Na+], predict the reaction product. The product is: [Br:12][C:10]1[C:9]([F:13])=[C:4]([C:3]([CH3:14])=[C:2]([NH:1][CH:18]2[CH2:19][CH2:20][O:15][CH2:16][CH2:17]2)[CH:11]=1)[C:5]([O:7][CH3:8])=[O:6]. (7) Given the reactants Br[C:2]1[CH:3]=[CH:4][C:5]2[N:9]=[CH:8][N:7]([C:10]3[CH:15]=[CH:14][C:13]([C:16]([F:19])([F:18])[F:17])=[CH:12][CH:11]=3)[C:6]=2[CH:20]=1.[Cl:21][C:22]1[CH:27]=[CH:26][C:25]([N:28]2[C:32](B(O)O)=[CH:31][CH:30]=[N:29]2)=[CH:24][CH:23]=1, predict the reaction product. The product is: [Cl:21][C:22]1[CH:23]=[CH:24][C:25]([N:28]2[C:32]([C:2]3[CH:3]=[CH:4][C:5]4[N:9]=[CH:8][N:7]([C:10]5[CH:15]=[CH:14][C:13]([C:16]([F:19])([F:18])[F:17])=[CH:12][CH:11]=5)[C:6]=4[CH:20]=3)=[CH:31][CH:30]=[N:29]2)=[CH:26][CH:27]=1. (8) Given the reactants [Br:1][C:2]1[CH:7]=[C:6]([N+:8]([O-:10])=[O:9])[CH:5]=[CH:4][C:3]=1[C:11]([CH3:17])([CH3:16])[CH2:12][C:13]([NH2:15])=O.B.C1COCC1, predict the reaction product. The product is: [Br:1][C:2]1[CH:7]=[C:6]([N+:8]([O-:10])=[O:9])[CH:5]=[CH:4][C:3]=1[C:11]([CH3:17])([CH3:16])[CH2:12][CH2:13][NH2:15].